The task is: Predict which catalyst facilitates the given reaction.. This data is from Catalyst prediction with 721,799 reactions and 888 catalyst types from USPTO. Reactant: C[O:2][C:3](=[O:25])[C@H:4]([CH2:14][C:15]1([CH2:18][C:19]2[CH:24]=[CH:23][CH:22]=[CH:21][CH:20]=2)[CH2:17][CH2:16]1)[CH2:5][C:6]([N:8]1[CH2:13][CH2:12][O:11][CH2:10][CH2:9]1)=[O:7].C1COCC1.O.[OH-].[Li+]. Product: [CH2:18]([C:15]1([CH2:14][C@H:4]([CH2:5][C:6]([N:8]2[CH2:13][CH2:12][O:11][CH2:10][CH2:9]2)=[O:7])[C:3]([OH:25])=[O:2])[CH2:16][CH2:17]1)[C:19]1[CH:20]=[CH:21][CH:22]=[CH:23][CH:24]=1. The catalyst class is: 24.